From a dataset of Peptide-MHC class I binding affinity with 185,985 pairs from IEDB/IMGT. Regression. Given a peptide amino acid sequence and an MHC pseudo amino acid sequence, predict their binding affinity value. This is MHC class I binding data. The peptide sequence is YQAVVPLVY. The MHC is Mamu-A11 with pseudo-sequence Mamu-A11. The binding affinity (normalized) is 0.572.